Dataset: Full USPTO retrosynthesis dataset with 1.9M reactions from patents (1976-2016). Task: Predict the reactants needed to synthesize the given product. (1) Given the product [C:11]([C:9]1[N:10]=[C:6]([C:4]([OH:3])=[O:5])[N:7]([CH2:13][O:14][CH2:15][CH2:16][Si:17]([CH3:20])([CH3:19])[CH3:18])[CH:8]=1)(=[O:21])[NH2:12], predict the reactants needed to synthesize it. The reactants are: C([O:3][C:4]([C:6]1[N:7]([CH2:13][O:14][CH2:15][CH2:16][Si:17]([CH3:20])([CH3:19])[CH3:18])[CH:8]=[C:9]([C:11]#[N:12])[N:10]=1)=[O:5])C.[OH-:21].[Na+].[OH-].[K+].Cl. (2) Given the product [CH:32]1([C:2]2[N:3]([CH2:28][CH2:29][CH3:30])[C:4](=[O:27])[C:5]3[NH:6][C:7]([C:11]4[CH:12]=[N:13][N:14]([CH2:16][C:17]5[CH:22]=[CH:21][CH:20]=[C:19]([C:23]([F:26])([F:25])[F:24])[CH:18]=5)[CH:15]=4)=[N:8][C:9]=3[N:10]=2)[CH2:34][CH2:33]1, predict the reactants needed to synthesize it. The reactants are: Cl[C:2]1[N:3]([CH2:28][CH2:29][CH3:30])[C:4](=[O:27])[C:5]2[NH:6][C:7]([C:11]3[CH:12]=[N:13][N:14]([CH2:16][C:17]4[CH:22]=[CH:21][CH:20]=[C:19]([C:23]([F:26])([F:25])[F:24])[CH:18]=4)[CH:15]=3)=[N:8][C:9]=2[N:10]=1.[Cl-].[CH:32]1([Zn+])[CH2:34][CH2:33]1. (3) Given the product [CH3:8][C:7]1[O:6][N:5]=[C:4]([C:9]2[CH:14]=[CH:13][CH:12]=[CH:11][CH:10]=2)[C:3]=1[C:1]#[C:2][C:16]1[N:17]([CH3:21])[CH:18]=[CH:19][N:20]=1, predict the reactants needed to synthesize it. The reactants are: [C:1]([C:3]1[C:4]([C:9]2[CH:14]=[CH:13][CH:12]=[CH:11][CH:10]=2)=[N:5][O:6][C:7]=1[CH3:8])#[CH:2].I[C:16]1[N:17]([CH3:21])[CH:18]=[CH:19][N:20]=1. (4) The reactants are: [CH3:1][NH:2][S:3]([C:6]1[CH:15]=[C:14]2[C:9]([C:10]([C:17]([OH:19])=O)=[CH:11][NH:12][C:13]2=[O:16])=[CH:8][CH:7]=1)(=[O:5])=[O:4].C1N=CN(C(N2C=NC=C2)=O)C=1.[NH2:32][CH2:33][C@@H:34]([OH:51])[CH2:35][N:36]1[CH2:41][CH2:40][CH:39]([O:42][C:43]2[CH:48]=[CH:47][C:46]([Cl:49])=[C:45]([Cl:50])[CH:44]=2)[CH2:38][CH2:37]1.O. Given the product [Cl:50][C:45]1[CH:44]=[C:43]([CH:48]=[CH:47][C:46]=1[Cl:49])[O:42][CH:39]1[CH2:38][CH2:37][N:36]([CH2:35][C@H:34]([OH:51])[CH2:33][NH:32][C:17]([C:10]2[C:9]3[C:14](=[CH:15][C:6]([S:3]([NH:2][CH3:1])(=[O:4])=[O:5])=[CH:7][CH:8]=3)[C:13](=[O:16])[NH:12][CH:11]=2)=[O:19])[CH2:41][CH2:40]1, predict the reactants needed to synthesize it. (5) Given the product [NH2:1][C:2]1[C:7]([C:8]([O:10][CH3:11])=[O:9])=[N:6][C:5]([Br:12])=[CH:4][N:3]=1, predict the reactants needed to synthesize it. The reactants are: [NH2:1][C:2]1[C:7]([C:8]([O:10][CH3:11])=[O:9])=[N:6][CH:5]=[CH:4][N:3]=1.[Br:12]N1C(=O)CCC1=O.S([O-])([O-])(=O)=O.[Na+].[Na+]. (6) Given the product [CH3:21][C:22]1([CH3:37])[C:26]2=[N:27][CH:28]=[C:29]([N:31]3[CH2:36][CH2:35][O:34][CH2:33][CH2:32]3)[CH:30]=[C:25]2[N:24]([C:2]2[C:11]3[C:6](=[CH:7][C:8]([F:13])=[CH:9][C:10]=3[F:12])[N:5]=[C:4]([N:14]3[CH2:18][CH2:17][CH2:16][C:15]3=[O:19])[C:3]=2[CH3:20])[CH2:23]1, predict the reactants needed to synthesize it. The reactants are: Br[C:2]1[C:11]2[C:6](=[CH:7][C:8]([F:13])=[CH:9][C:10]=2[F:12])[N:5]=[C:4]([N:14]2[CH2:18][CH2:17][CH2:16][C:15]2=[O:19])[C:3]=1[CH3:20].[CH3:21][C:22]1([CH3:37])[C:26]2=[N:27][CH:28]=[C:29]([N:31]3[CH2:36][CH2:35][O:34][CH2:33][CH2:32]3)[CH:30]=[C:25]2[NH:24][CH2:23]1. (7) Given the product [C:1]([O:5][C:6]([N:8]1[CH2:13][CH2:12][CH:11]([CH:14]([N:17]2[CH2:18][CH2:19][CH:20]([C:23]3[C:31]4[C:26](=[CH:27][CH:28]=[CH:29][CH:30]=4)[NH:25][CH:24]=3)[CH2:21][CH2:22]2)[CH2:15][N:34]([CH3:35])[CH3:33])[CH2:10][CH2:9]1)=[O:7])([CH3:4])([CH3:3])[CH3:2], predict the reactants needed to synthesize it. The reactants are: [C:1]([O:5][C:6]([N:8]1[CH2:13][CH2:12][CH:11]([CH:14]([N:17]2[CH2:22][CH2:21][CH:20]([C:23]3[C:31]4[C:26](=[CH:27][CH:28]=[CH:29][CH:30]=4)[NH:25][CH:24]=3)[CH2:19][CH2:18]2)[CH2:15]O)[CH2:10][CH2:9]1)=[O:7])([CH3:4])([CH3:3])[CH3:2].C[CH2:33][N:34](CC)[CH2:35]C.CS(Cl)(=O)=O.Cl.CNC.